From a dataset of Catalyst prediction with 721,799 reactions and 888 catalyst types from USPTO. Predict which catalyst facilitates the given reaction. (1) Reactant: [Cl:1][C:2]1[C:15]([Cl:16])=[CH:14][C:5]2[NH:6][C:7]([CH2:9][C:10]([F:13])([F:12])[F:11])=[N:8][C:4]=2[CH:3]=1.C(=O)([O-])[O-].[K+].[K+].[F:23][C:24]([F:38])([F:37])[C:25]1[CH:32]=[C:31]([C:33]([F:36])([F:35])[F:34])[CH:30]=[CH:29][C:26]=1[CH2:27]Br. Product: [F:23][C:24]([F:37])([F:38])[C:25]1[CH:32]=[C:31]([C:33]([F:36])([F:34])[F:35])[CH:30]=[CH:29][C:26]=1[CH2:27][N:8]1[C:4]2[CH:3]=[C:2]([Cl:1])[C:15]([Cl:16])=[CH:14][C:5]=2[N:6]=[C:7]1[CH2:9][C:10]([F:12])([F:13])[F:11]. The catalyst class is: 3. (2) Reactant: [Br:1][C:2]1[C:3]([O:9][CH2:10][CH3:11])=[CH:4][C:5](Cl)=[N:6][CH:7]=1.C([O-])([O-])=O.[Cs+].[Cs+].[CH3:18][O:19][C:20]1[CH:25]=[CH:24][C:23]([CH2:26][OH:27])=[CH:22][CH:21]=1. Product: [Br:1][C:2]1[C:3]([O:9][CH2:10][CH3:11])=[CH:4][C:5]([O:27][CH2:26][C:23]2[CH:24]=[CH:25][C:20]([O:19][CH3:18])=[CH:21][CH:22]=2)=[N:6][CH:7]=1. The catalyst class is: 3.